This data is from Forward reaction prediction with 1.9M reactions from USPTO patents (1976-2016). The task is: Predict the product of the given reaction. (1) Given the reactants [Br:1][C:2]1[CH:3]=[CH:4][CH:5]=[C:6]2[C:10]=1[NH:9][C:8]([C:11]([O:13][CH2:14][CH3:15])=[O:12])=[C:7]2[CH2:16][CH2:17][C:18](OCC)=[O:19].B.C1COCC1, predict the reaction product. The product is: [Br:1][C:2]1[CH:3]=[CH:4][CH:5]=[C:6]2[C:10]=1[NH:9][C:8]([C:11]([O:13][CH2:14][CH3:15])=[O:12])=[C:7]2[CH2:16][CH2:17][CH2:18][OH:19]. (2) Given the reactants Br[C:2]1[CH:25]=[CH:24][C:5]([CH2:6][N:7]2[CH:12]=[C:11]3[N:13]=[C:14]([C:16]4[CH:21]=[CH:20][CH:19]=[C:18]([F:22])[C:17]=4[F:23])[N:15]=[C:10]3[CH:9]=[N:8]2)=[CH:4][C:3]=1[F:26].[CH3:27][O:28][C:29]1[CH:34]=[CH:33][C:32](B(O)O)=[C:31]([C:38]([F:41])([F:40])[F:39])[CH:30]=1, predict the reaction product. The product is: [F:23][C:17]1[C:18]([F:22])=[CH:19][CH:20]=[CH:21][C:16]=1[C:14]1[N:15]=[C:10]2[CH:9]=[N:8][N:7]([CH2:6][C:5]3[CH:24]=[CH:25][C:2]([C:32]4[CH:33]=[CH:34][C:29]([O:28][CH3:27])=[CH:30][C:31]=4[C:38]([F:39])([F:40])[F:41])=[C:3]([F:26])[CH:4]=3)[CH:12]=[C:11]2[N:13]=1. (3) Given the reactants C(OC([NH:8][S:9]([N:12]([C:18]1[CH:22]=[C:21]([C:23]2[CH:28]=[CH:27][CH:26]=[CH:25][CH:24]=2)[S:20][CH:19]=1)[CH2:13][C:14]([O:16][CH3:17])=[O:15])(=[O:11])=[O:10])=O)(C)(C)C.FC(F)(F)C(O)=O, predict the reaction product. The product is: [C:23]1([C:21]2[S:20][CH:19]=[C:18]([N:12]([S:9](=[O:10])(=[O:11])[NH2:8])[CH2:13][C:14]([O:16][CH3:17])=[O:15])[CH:22]=2)[CH:28]=[CH:27][CH:26]=[CH:25][CH:24]=1. (4) Given the reactants [CH3:1][C:2](=[O:7])[CH2:3][C:4](=O)[CH3:5].COC(OC)[N:11]([CH3:13])C.O1CCCC1.Cl.Cl.[CH2:23]([NH:30]N)[C:24]1[CH:29]=[CH:28][CH:27]=[CH:26][CH:25]=1, predict the reaction product. The product is: [CH2:23]([N:30]1[C:4]([CH3:5])=[C:3]([C:2](=[O:7])[CH3:1])[CH:13]=[N:11]1)[C:24]1[CH:29]=[CH:28][CH:27]=[CH:26][CH:25]=1. (5) Given the reactants [Br:1][C:2]1[CH:3]=[CH:4][C:5]([Cl:21])=[C:6]([C:8]([C:10]2[CH:15]=[CH:14][C:13]([CH:16]3[CH2:18][C:17]3([Br:20])[Br:19])=[CH:12][CH:11]=2)=O)[CH:7]=1.C([SiH](CC)CC)C.O, predict the reaction product. The product is: [Br:1][C:2]1[CH:3]=[CH:4][C:5]([Cl:21])=[C:6]([CH2:8][C:10]2[CH:15]=[CH:14][C:13]([CH:16]3[CH2:18][C:17]3([Br:20])[Br:19])=[CH:12][CH:11]=2)[CH:7]=1. (6) Given the reactants [C:1]1([S:7]([N:10]2[CH2:14][CH:13]([C:15]([OH:17])=O)[N:12]([CH:18]3[CH2:23][CH2:22][CH2:21][CH2:20][CH2:19]3)[C:11]2=[O:24])(=[O:9])=[O:8])[CH:6]=[CH:5][CH:4]=[CH:3][CH:2]=1.[Br:25][C:26]1[C:27]([N:33]2[CH2:38][CH2:37][NH:36][CH2:35][CH2:34]2)=[N:28][C:29]([CH3:32])=[CH:30][CH:31]=1, predict the reaction product. The product is: [C:1]1([S:7]([N:10]2[CH2:14][CH:13]([C:15]([N:36]3[CH2:37][CH2:38][N:33]([C:27]4[C:26]([Br:25])=[CH:31][CH:30]=[C:29]([CH3:32])[N:28]=4)[CH2:34][CH2:35]3)=[O:17])[N:12]([CH:18]3[CH2:19][CH2:20][CH2:21][CH2:22][CH2:23]3)[C:11]2=[O:24])(=[O:9])=[O:8])[CH:6]=[CH:5][CH:4]=[CH:3][CH:2]=1.